This data is from Full USPTO retrosynthesis dataset with 1.9M reactions from patents (1976-2016). The task is: Predict the reactants needed to synthesize the given product. (1) The reactants are: [N+:1]([C:4]1[CH:9]=[CH:8][C:7]([C:10]2([C:14]([OH:16])=O)[CH2:13][CH2:12][CH2:11]2)=[CH:6][CH:5]=1)([O-:3])=[O:2].CCN(C(C)C)C(C)C.CN(C(ON1N=NC2C=CC=NC1=2)=[N+](C)C)C.F[P-](F)(F)(F)(F)F.[CH3:50][O:51][CH:52]([O:55][CH3:56])[CH2:53][NH2:54]. Given the product [CH3:50][O:51][CH:52]([O:55][CH3:56])[CH2:53][NH:54][C:14]([C:10]1([C:7]2[CH:6]=[CH:5][C:4]([N+:1]([O-:3])=[O:2])=[CH:9][CH:8]=2)[CH2:11][CH2:12][CH2:13]1)=[O:16], predict the reactants needed to synthesize it. (2) Given the product [Cl:1][C:2]1[CH:3]=[CH:4][C:5]([OH:11])=[C:6](/[C:8](=[N:24]/[NH:23][C:21](=[O:22])[C:20]2[CH:25]=[C:16]([S:13]([CH3:12])(=[O:15])=[O:14])[CH:17]=[N:18][CH:19]=2)/[CH3:9])[CH:7]=1, predict the reactants needed to synthesize it. The reactants are: [Cl:1][C:2]1[CH:3]=[CH:4][C:5]([OH:11])=[C:6]([C:8](=O)[CH3:9])[CH:7]=1.[CH3:12][S:13]([C:16]1[CH:17]=[N:18][CH:19]=[C:20]([CH:25]=1)[C:21]([NH:23][NH2:24])=[O:22])(=[O:15])=[O:14].